This data is from Full USPTO retrosynthesis dataset with 1.9M reactions from patents (1976-2016). The task is: Predict the reactants needed to synthesize the given product. (1) Given the product [Cl:13][C:14]1[CH:15]=[C:16]2[C:21](=[CH:22][CH:23]=1)[C:20](=[O:24])[N:19]([C:9]1[CH:10]=[C:5]([CH2:4][C:3]([OH:2])=[O:12])[CH:6]=[N:7][CH:8]=1)[CH2:18][CH2:17]2, predict the reactants needed to synthesize it. The reactants are: C[O:2][C:3](=[O:12])[CH2:4][C:5]1[CH:6]=[N:7][CH:8]=[C:9](Br)[CH:10]=1.[Cl:13][C:14]1[CH:15]=[C:16]2[C:21](=[CH:22][CH:23]=1)[C:20](=[O:24])[NH:19][CH2:18][CH2:17]2.C([O-])([O-])=O.[Cs+].[Cs+].O. (2) The reactants are: [Br:1]Br.[CH:3]1[C:12]2[C:7](=[CH:8][CH:9]=[CH:10][CH:11]=2)[CH:6]=[CH:5][C:4]=1[C:13](=[O:16])[CH2:14][CH3:15].Br. Given the product [Br:1][CH:14]([CH3:15])[C:13]([C:4]1[CH:5]=[CH:6][C:7]2[C:12](=[CH:11][CH:10]=[CH:9][CH:8]=2)[CH:3]=1)=[O:16], predict the reactants needed to synthesize it. (3) Given the product [CH3:22][C:19]1[CH:20]=[CH:21][C:16]2[N:17]([C:13]([S:12][C:8]3[CH:9]=[C:10]4[C:5](=[CH:6][CH:7]=3)[N:4]=[CH:3][C:2]([C:31]3[CH:32]=[N:33][NH:34][CH:35]=3)=[CH:11]4)=[N:14][N:15]=2)[N:18]=1, predict the reactants needed to synthesize it. The reactants are: Br[C:2]1[CH:3]=[N:4][C:5]2[C:10]([CH:11]=1)=[CH:9][C:8]([S:12][C:13]1[N:17]3[N:18]=[C:19]([CH3:22])[CH:20]=[CH:21][C:16]3=[N:15][N:14]=1)=[CH:7][CH:6]=2.CC1(C)C(C)(C)OB([C:31]2[CH:32]=[N:33][N:34](COCC[Si](C)(C)C)[CH:35]=2)O1.C(=O)([O-])[O-].[Na+].[Na+].C(O)(C(F)(F)F)=O. (4) Given the product [F:1][C:2]1[CH:3]=[C:4]([CH:37]=[CH:38][C:39]=1[F:40])[O:5][CH:6]([CH2:12][C:13]1[CH:14]=[CH:15][C:16]([O:19][CH2:20][CH2:21][NH:22][C:23](=[O:36])[C:24]2[CH:29]=[CH:28][C:27]([C:30]3[CH:35]=[CH:34][CH:33]=[CH:32][N:31]=3)=[CH:26][CH:25]=2)=[CH:17][CH:18]=1)[C:7]([OH:9])=[O:8], predict the reactants needed to synthesize it. The reactants are: [F:1][C:2]1[CH:3]=[C:4]([CH:37]=[CH:38][C:39]=1[F:40])[O:5][CH:6]([CH2:12][C:13]1[CH:18]=[CH:17][C:16]([O:19][CH2:20][CH2:21][NH:22][C:23](=[O:36])[C:24]2[CH:29]=[CH:28][C:27]([C:30]3[CH:35]=[CH:34][CH:33]=[CH:32][N:31]=3)=[CH:26][CH:25]=2)=[CH:15][CH:14]=1)[C:7]([O:9]CC)=[O:8].[OH-].[Na+].